Dataset: Full USPTO retrosynthesis dataset with 1.9M reactions from patents (1976-2016). Task: Predict the reactants needed to synthesize the given product. (1) The reactants are: [CH2:1]([C:5]1([CH2:36][CH3:37])[CH2:11][S:10](=[O:13])(=[O:12])[C:9]2[CH:14]=[CH:15][C:16]([N:18]([CH3:20])[CH3:19])=[CH:17][C:8]=2[CH:7]([C:21]2[CH:22]=[C:23]([NH:27][C:28](=[O:34])[CH2:29][CH2:30][CH2:31][CH2:32]Br)[CH:24]=[CH:25][CH:26]=2)[CH:6]1[OH:35])[CH2:2][CH2:3][CH3:4].[NH2:38][CH2:39][C:40]1[CH:45]=[CH:44][C:43]([N:46]2[CH:49]([C:50]3[CH:55]=[CH:54][C:53]([O:56][CH3:57])=[CH:52][CH:51]=3)[CH:48]([CH2:58][CH2:59][CH:60]([OH:67])[C:61]3[CH:66]=[CH:65][CH:64]=[CH:63][CH:62]=3)[C:47]2=[O:68])=[CH:42][CH:41]=1. Given the product [CH2:1]([C:5]1([CH2:36][CH3:37])[CH2:11][S:10](=[O:13])(=[O:12])[C:9]2[CH:14]=[CH:15][C:16]([N:18]([CH3:20])[CH3:19])=[CH:17][C:8]=2[CH:7]([C:21]2[CH:22]=[C:23]([NH:27][C:28](=[O:34])[CH2:29][CH2:30][CH2:31][CH2:32][NH:38][CH2:39][C:40]3[CH:45]=[CH:44][C:43]([N:46]4[C:47](=[O:68])[CH:48]([CH2:58][CH2:59][CH:60]([OH:67])[C:61]5[CH:66]=[CH:65][CH:64]=[CH:63][CH:62]=5)[CH:49]4[C:50]4[CH:51]=[CH:52][C:53]([O:56][CH3:57])=[CH:54][CH:55]=4)=[CH:42][CH:41]=3)[CH:24]=[CH:25][CH:26]=2)[CH:6]1[OH:35])[CH2:2][CH2:3][CH3:4], predict the reactants needed to synthesize it. (2) Given the product [S:9]1[CH:8]=[C:7]([CH2:10][NH:15][S:12]([NH2:16])(=[O:14])=[O:13])[C:5]2[CH:6]=[CH:1][CH:2]=[CH:3][C:4]1=2, predict the reactants needed to synthesize it. The reactants are: [CH:1]1[CH:6]=[C:5]2[C:7]([CH:10]=O)=[CH:8][S:9][C:4]2=[CH:3][CH:2]=1.[S:12]([NH2:16])([NH2:15])(=[O:14])=[O:13].S(=O)(=O)(O)N.[BH4-].[Na+].Cl. (3) Given the product [CH:13]([C:12]1[C:3]([O:2][CH3:1])=[CH:4][C:5]([C:6]([O:8][CH3:9])=[O:7])=[CH:10][C:11]=1[O:16][CH3:17])([CH3:15])[CH3:14], predict the reactants needed to synthesize it. The reactants are: [CH3:1][O:2][C:3]1[CH:4]=[C:5]([CH:10]=[C:11]([O:16][CH3:17])[C:12]=1[C:13]([CH3:15])=[CH2:14])[C:6]([O:8][CH3:9])=[O:7].C([O-])=O.[NH4+]. (4) Given the product [CH3:9][CH:8]([OH:24])[CH2:7][O:6][C:1]([C:2]([CH3:4])=[CH2:3])=[O:5], predict the reactants needed to synthesize it. The reactants are: [C:1]([O:6][CH2:7][CH2:8][CH2:9]O)(=[O:5])[C:2]([CH3:4])=[CH2:3].[Na].C([O:24]S([O-])(=O)=O)CCCCCCCCCCC.S(OOS([O-])(=O)=O)([O-])(=O)=O.[K+].[K+]. (5) Given the product [C:21]([O:25][C:26]([NH:28][C:29]([CH3:39])([CH2:32][C:33]1[CH:34]=[CH:35][CH:36]=[CH:37][CH:38]=1)[CH2:30][O:31][CH2:2][C:3]1[CH:4]=[C:5]([CH:11]=[C:12]([C:14]2([C:19]#[N:20])[CH2:18][CH2:17][CH2:16][CH2:15]2)[CH:13]=1)[C:6]([O:8][CH2:9][CH3:10])=[O:7])=[O:27])([CH3:24])([CH3:22])[CH3:23], predict the reactants needed to synthesize it. The reactants are: Br[CH2:2][C:3]1[CH:4]=[C:5]([CH:11]=[C:12]([C:14]2([C:19]#[N:20])[CH2:18][CH2:17][CH2:16][CH2:15]2)[CH:13]=1)[C:6]([O:8][CH2:9][CH3:10])=[O:7].[C:21]([O:25][C:26]([NH:28][C:29]([CH3:39])([CH2:32][C:33]1[CH:38]=[CH:37][CH:36]=[CH:35][CH:34]=1)[CH2:30][OH:31])=[O:27])([CH3:24])([CH3:23])[CH3:22].C(C1C=CC=C(C(C)(C)C)N=1)(C)(C)C. (6) Given the product [CH3:4][O:5][C:6](=[O:11])[CH:7]([CH2:9][O:13][CH3:12])[CH2:8][O:2][CH3:1], predict the reactants needed to synthesize it. The reactants are: [CH3:1][O-:2].[Na+].[CH3:4][O:5][C:6](=[O:11])[C:7]([CH2:9]Br)=[CH2:8].[CH3:12][OH:13]. (7) Given the product [CH3:19][N:10]1[CH:11]=[C:12]([C:13]2[CH:18]=[CH:17][N:16]=[CH:15][N:14]=2)[C:8]([C:5]2[CH:6]=[CH:7][C:2]([C:21]#[C:20][Si:22]([CH3:25])([CH3:24])[CH3:23])=[CH:3][CH:4]=2)=[N:9]1, predict the reactants needed to synthesize it. The reactants are: Br[C:2]1[CH:7]=[CH:6][C:5]([C:8]2[C:12]([C:13]3[CH:18]=[CH:17][N:16]=[CH:15][N:14]=3)=[CH:11][N:10]([CH3:19])[N:9]=2)=[CH:4][CH:3]=1.[C:20]([Si:22]([CH3:25])([CH3:24])[CH3:23])#[CH:21].O. (8) Given the product [N:11]1([CH2:14][CH2:15][CH2:16][CH2:17][NH:18][C:19]([CH:21]2[CH2:26][CH2:25][CH2:24][CH2:23][CH2:22]2)=[O:20])[CH2:12][CH2:13][NH:8][CH2:9][CH2:10]1, predict the reactants needed to synthesize it. The reactants are: C([N:8]1[CH2:13][CH2:12][N:11]([CH2:14][CH2:15][CH2:16][CH2:17][NH:18][C:19]([CH:21]2[CH2:26][CH2:25][CH2:24][CH2:23][CH2:22]2)=[O:20])[CH2:10][CH2:9]1)C1C=CC=CC=1.